From a dataset of Full USPTO retrosynthesis dataset with 1.9M reactions from patents (1976-2016). Predict the reactants needed to synthesize the given product. (1) Given the product [CH:27]1([NH:31][C:2]2[N:7]=[C:6]3[CH:8]=[N:9][CH:10]=[CH:11][C:5]3=[N:4][C:3]=2[N:12]2[CH2:17][CH2:16][N:15]([CH2:18][C:19]3[CH:24]=[CH:23][C:22]([F:25])=[CH:21][C:20]=3[F:26])[CH2:14][CH2:13]2)[CH2:30][CH2:29][CH2:28]1, predict the reactants needed to synthesize it. The reactants are: Cl[C:2]1[N:7]=[C:6]2[CH:8]=[N:9][CH:10]=[CH:11][C:5]2=[N:4][C:3]=1[N:12]1[CH2:17][CH2:16][N:15]([CH2:18][C:19]2[CH:24]=[CH:23][C:22]([F:25])=[CH:21][C:20]=2[F:26])[CH2:14][CH2:13]1.[CH:27]1([NH2:31])[CH2:30][CH2:29][CH2:28]1.[F-].[K+].CCN(C(C)C)C(C)C. (2) Given the product [CH3:1][CH:2]1[CH2:7][S:6][CH2:5][CH2:4][N:3]1[C:13]([O:12][C:9]([CH3:11])([CH3:10])[CH3:8])=[O:14], predict the reactants needed to synthesize it. The reactants are: [CH3:1][CH:2]1[CH2:7][S:6][CH2:5][CH2:4][NH:3]1.[CH3:8][C:9]([O:12][C:13](O[C:13]([O:12][C:9]([CH3:11])([CH3:10])[CH3:8])=[O:14])=[O:14])([CH3:11])[CH3:10].